Dataset: Peptide-MHC class I binding affinity with 185,985 pairs from IEDB/IMGT. Task: Regression. Given a peptide amino acid sequence and an MHC pseudo amino acid sequence, predict their binding affinity value. This is MHC class I binding data. The peptide sequence is ETVWPFFYA. The MHC is HLA-B27:03 with pseudo-sequence HLA-B27:03. The binding affinity (normalized) is 0.0847.